Dataset: Full USPTO retrosynthesis dataset with 1.9M reactions from patents (1976-2016). Task: Predict the reactants needed to synthesize the given product. (1) The reactants are: [CH:1]1([C:4](=[O:31])[CH:5]([NH:17][C:18]([N:20]2[CH2:25][C:24](=[O:26])[NH:23][C:22]3[CH:27]=[CH:28][CH:29]=[N:30][C:21]2=3)=[O:19])[C:6]2[CH:11]=[CH:10][C:9]([O:12][C:13]([F:16])([F:15])[F:14])=[CH:8][CH:7]=2)[CH2:3][CH2:2]1.CO.O1CCCC1.[BH4-].[Na+]. Given the product [CH:1]1([CH:4]([OH:31])[CH:5]([NH:17][C:18]([N:20]2[CH2:25][C:24](=[O:26])[NH:23][C:22]3[CH:27]=[CH:28][CH:29]=[N:30][C:21]2=3)=[O:19])[C:6]2[CH:7]=[CH:8][C:9]([O:12][C:13]([F:16])([F:15])[F:14])=[CH:10][CH:11]=2)[CH2:2][CH2:3]1, predict the reactants needed to synthesize it. (2) Given the product [Br:1][C:2]1[CH:3]=[C:4]2[C:5]([C:6](=[O:8])[NH:14][C:12]([CH3:13])=[N:11]2)=[CH:9][CH:10]=1, predict the reactants needed to synthesize it. The reactants are: [Br:1][C:2]1[CH:3]=[C:4]([NH2:11])[C:5](=[CH:9][CH:10]=1)[C:6]([OH:8])=O.[CH2:12]([N:14](CC)CC)[CH3:13].C(Cl)(=O)C.C(=O)([O-])[O-].[NH4+].[NH4+].